Dataset: Reaction yield outcomes from USPTO patents with 853,638 reactions. Task: Predict the reaction yield, written as a fraction of the theoretical maximum amount of product (1.0 means a 100% yield; for example, 0.34 means a 34% yield). (1) The reactants are [I:1][C:2]1[CH:8]=[CH:7][C:5]([NH2:6])=[C:4]([N+:9]([O-])=O)[CH:3]=1.[CH:12](O)=O. The catalyst is [Fe]. The product is [I:1][C:2]1[CH:8]=[CH:7][C:5]2[NH:6][CH:12]=[N:9][C:4]=2[CH:3]=1. The yield is 0.680. (2) The reactants are [NH2:1][C:2]1[N:3]=[CH:4][C:5]([C:8]2[C:9]([F:19])=[C:10]([OH:18])[C:11]([CH:14]3[CH2:17][CH2:16][CH2:15]3)=[CH:12][CH:13]=2)=[N:6][CH:7]=1.Br[CH2:21][C:22]1[CH:27]=[CH:26][C:25]([F:28])=[CH:24][CH:23]=1.[OH-].[K+]. The catalyst is CS(C)=O. The product is [CH:14]1([C:11]2[CH:12]=[CH:13][C:8]([C:5]3[N:6]=[CH:7][C:2]([NH2:1])=[N:3][CH:4]=3)=[C:9]([F:19])[C:10]=2[O:18][CH2:21][C:22]2[CH:27]=[CH:26][C:25]([F:28])=[CH:24][CH:23]=2)[CH2:15][CH2:16][CH2:17]1. The yield is 0.390. (3) The reactants are [Cl:1][C:2]1[CH:3]=[C:4]([CH:8]=[CH:9][C:10]=1[N:11]([CH3:13])[CH3:12])[C:5]([OH:7])=O.[O:14]=[C:15]1[O:19][CH:18]([O:20][CH2:21][CH2:22][C:23]2C=[CH:27][CH:26]=[CH:25][CH:24]=2)[CH:17]([NH:29][C:30]([CH:32]2[CH2:36][CH2:35][CH2:34][N:33]2[C:37](=[O:51])[CH:38]([NH:40]C(=O)C2C=CC(N)=C(Cl)C=2)[CH3:39])=[O:31])[CH2:16]1. No catalyst specified. The product is [CH2:21]([O:20][CH:18]1[CH:17]([NH:29][C:30]([CH:32]2[CH2:36][CH2:35][CH2:34][N:33]2[C:37](=[O:51])[CH:38]([NH:40][C:5](=[O:7])[C:4]2[CH:8]=[CH:9][C:10]([N:11]([CH3:13])[CH3:12])=[C:2]([Cl:1])[CH:3]=2)[CH3:39])=[O:31])[CH2:16][C:15](=[O:14])[O:19]1)[C:22]1[CH:23]=[CH:24][CH:25]=[CH:26][CH:27]=1. The yield is 0.440. (4) The yield is 0.460. The catalyst is C1(C)C=CC=CC=1.C1C=CC([P]([Pd]([P](C2C=CC=CC=2)(C2C=CC=CC=2)C2C=CC=CC=2)([P](C2C=CC=CC=2)(C2C=CC=CC=2)C2C=CC=CC=2)[P](C2C=CC=CC=2)(C2C=CC=CC=2)C2C=CC=CC=2)(C2C=CC=CC=2)C2C=CC=CC=2)=CC=1. The product is [F:1][C:2]1[CH:7]=[CH:6][CH:5]=[CH:4][C:3]=1[C:20]([C:19]1[CH:23]=[CH:24][CH:25]=[CH:26][C:18]=1[F:17])=[O:21]. The reactants are [F:1][C:2]1[CH:7]=[CH:6][CH:5]=[CH:4][C:3]=1B(O)O.C([O-])([O-])=O.[Cs+].[Cs+].[F:17][C:18]1[CH:26]=[CH:25][CH:24]=[CH:23][C:19]=1[C:20](Cl)=[O:21]. (5) The reactants are [C:1]([O:5][C:6]([N:8]1[CH2:12][C:11](=[CH2:13])[CH2:10][CH:9]1[C:14]1[NH:15][C:16]([C:19]2[CH:24]=[CH:23][C:22]([C:25]3[CH:34]=[CH:33][C:32]4[C:27](=[CH:28][CH:29]=[C:30]([C:35]5[NH:36][C:37]([CH:40]6[CH2:44][CH2:43][CH2:42][N:41]6[C:45](=[O:55])[CH:46]([NH:50][C:51]([O:53][CH3:54])=[O:52])[CH:47]([CH3:49])[CH3:48])=[N:38][CH:39]=5)[CH:31]=4)[CH:26]=3)=[CH:21][CH:20]=2)=[CH:17][N:18]=1)=[O:7])([CH3:4])([CH3:3])[CH3:2].[CH3:56]OC(=O)NC(C(N1CCCC1C1NC(C2C=CC3C(=CC=C(Br)C=3)C=2)=CN=1)=O)C(C)C.C(OC(N1C(C2NC(C3C=CC(B4OC(C)(C)C(C)(C)O4)=CC=3)=CN=2)C2CC1CC2)=O)(C)(C)C. No catalyst specified. The product is [C:1]([O:5][C:6]([N:8]1[CH:9]([C:14]2[NH:15][C:16]([C:19]3[CH:20]=[CH:21][C:22]([C:25]4[CH:34]=[CH:33][C:32]5[C:27](=[CH:28][CH:29]=[C:30]([C:35]6[NH:36][C:37]([CH:40]7[CH2:44][CH2:43][CH2:42][N:41]7[C:45](=[O:55])[CH:46]([NH:50][C:51]([O:53][CH3:54])=[O:52])[CH:47]([CH3:48])[CH3:49])=[N:38][CH:39]=6)[CH:31]=5)[CH:26]=4)=[CH:23][CH:24]=3)=[CH:17][N:18]=2)[CH:10]2[CH2:56][CH:12]1[CH2:13][CH2:11]2)=[O:7])([CH3:4])([CH3:2])[CH3:3]. The yield is 0.460. (6) The reactants are [CH3:1][C:2]1[CH:7]=[C:6]([CH3:8])[N:5]=[C:4]([N:9]2[CH2:16][CH:15]3[CH:11]([CH2:12][NH:13][CH2:14]3)[CH2:10]2)[N:3]=1.[C:17]1([N:23]2[C:27]([C:28](O)=[O:29])=[CH:26][CH:25]=[N:24]2)[CH:22]=[CH:21][CH:20]=[CH:19][CH:18]=1.CN(C(ON1N=NC2C=CC=NC1=2)=[N+](C)C)C.F[P-](F)(F)(F)(F)F.CCN(C(C)C)C(C)C. The catalyst is C(OCC)(=O)C.CN(C=O)C. The product is [CH3:1][C:2]1[CH:7]=[C:6]([CH3:8])[N:5]=[C:4]([N:9]2[CH2:16][CH:15]3[CH:11]([CH2:12][N:13]([C:28]([C:27]4[N:23]([C:17]5[CH:18]=[CH:19][CH:20]=[CH:21][CH:22]=5)[N:24]=[CH:25][CH:26]=4)=[O:29])[CH2:14]3)[CH2:10]2)[N:3]=1. The yield is 0.740. (7) The reactants are O[O:2][S:3]([O-:5])=O.[K+].[OH:7][C:8]1[CH:9]=[CH:10][C:11]2S[CH:14]=[CH:13][C:12]=2[CH:16]=1. The catalyst is O.CO. The product is [O:2]=[S:3]1(=[O:5])[CH:14]=[CH:13][C:12]2[CH:16]=[C:8]([OH:7])[CH:9]=[CH:10][C:11]1=2. The yield is 0.980. (8) The reactants are [Cl:1][C:2]1[N:3]=[C:4]2[C:9](=[CH:10][CH:11]=1)[N:8]=[CH:7][C:6]([C:12](=[O:14])[CH3:13])=[C:5]2[NH:15][C@H:16]1[CH2:21][CH2:20][C@H:19]([CH2:22][N:23]([CH3:25])[CH3:24])[CH2:18][CH2:17]1.[OH:26][C:27]1[CH:32]=[CH:31][C:30](B(O)O)=[CH:29][CH:28]=1.C1(N)C(F)=C(F)C(F)=C(N)C=1F.[ClH:48].Cl. No catalyst specified. The product is [ClH:1].[ClH:48].[CH3:24][N:23]([CH2:22][C@H:19]1[CH2:20][CH2:21][C@H:16]([NH:15][C:5]2[C:4]3[C:9](=[CH:10][CH:11]=[C:2]([C:30]4[CH:31]=[CH:32][C:27]([OH:26])=[CH:28][CH:29]=4)[N:3]=3)[N:8]=[CH:7][C:6]=2[C:12](=[O:14])[CH3:13])[CH2:17][CH2:18]1)[CH3:25]. The yield is 0.340. (9) The reactants are [NH2:1][C@H:2]([C:27]([N:29]1[CH2:34][CH2:33][O:32][CH2:31][CH2:30]1)=[O:28])[CH2:3][C:4]1[CH:26]=[CH:25][C:7]([O:8][C:9]2[S:10][C:11]([C:22]([NH2:24])=[O:23])=[C:12]3[C:20]=2[C:19]2[N:18]([CH3:21])[N:17]=[CH:16][C:15]=2[CH2:14][CH2:13]3)=[CH:6][CH:5]=1.[C:35](Cl)(=[O:37])[CH3:36].C(N(CC)CC)C.O. The catalyst is O1CCCC1. The product is [C:35]([NH:1][C@H:2]([C:27]([N:29]1[CH2:34][CH2:33][O:32][CH2:31][CH2:30]1)=[O:28])[CH2:3][C:4]1[CH:5]=[CH:6][C:7]([O:8][C:9]2[S:10][C:11]([C:22]([NH2:24])=[O:23])=[C:12]3[C:20]=2[C:19]2[N:18]([CH3:21])[N:17]=[CH:16][C:15]=2[CH2:14][CH2:13]3)=[CH:25][CH:26]=1)(=[O:37])[CH3:36]. The yield is 0.310.